From a dataset of Experimentally validated miRNA-target interactions with 360,000+ pairs, plus equal number of negative samples. Binary Classification. Given a miRNA mature sequence and a target amino acid sequence, predict their likelihood of interaction. (1) The miRNA is hsa-miR-1909-3p with sequence CGCAGGGGCCGGGUGCUCACCG. The protein sequence of the target gene is MSFLVSKPERIRRWVSEKFIVEGLRDLELFGEQPPGDTRRKANEASSESIASFSKPEMMSSFLPEGGCYELLTIIGKGFEDLMTVNLARYKPTGEYVTVRRINLEACSNEMVTFLQGELHVSKLFSHPNIVPYRATFIADNELWVVTSFMAYGSAKDLIGTHFMDGMNELAIAYILQGVLKALDYIHHMGYVHRSVKASHILISTDGKVYLSGLRSNLSMISHGQRQRAVHDFPKYSIKVLPWLSPEVLQQNLQGYDAKSDIYSVGITACELANGHVPFKDMPATQMLLEKLNGTVPCLL.... Result: 0 (no interaction). (2) The miRNA is hsa-miR-99a-5p with sequence AACCCGUAGAUCCGAUCUUGUG. The protein sequence of the target gene is MILTKAQYEEIAQCLVSVPPTRQSLRKLKQRFPSQSQATLLSIFSQEYQKHIKRTHAKHHTPEAIESYYQRYLNGVGKNGAAPVLLELANEVDYAPSLMARIILERFLQGHEQTPPSKSVINSMLRDPSQIPDGVLANQVYQCIVNDCCYGPLVDCIKHAIGYEHEVLLRDLLLKKNLSFLDEDQLRAKGYDKTPDFILQVPVAVEGHIIHWIESKASFGDECSHHAYLHGQFWSYWNRFGPGLVIYWYGFIQELDCNRERGILLKASFPTDIVTLCHSTA. Result: 0 (no interaction). (3) The miRNA is hsa-miR-3155a with sequence CCAGGCUCUGCAGUGGGAACU. The protein sequence of the target gene is MSEKSGQSTKAKDGKKYATLSLFNTYKGKSLETQKTTVAARHGLQSLGKVGISRRMPPPANLPSLKAENKGNDPNVNIVPKDGTGWASKQEQHEEEKAPEVSPAQPKPGVAAPPEVAPAPKSWASNKQGGQGDGIQVNSQFQQEFPSLQAAGDQEKKEKEANDENYGPGPSLRPPNVACWRDGGKSAGSPSSDQDEKQLGQDESTAITSEQNDILKVVEKRIACGPPQAKLNGQQPALASQYRAMMPPYMFQQYPRMAYPPLHGPMRFPPSLSEANKSLRGRGPPPSWASEPERPSILSA.... Result: 0 (no interaction). (4) The miRNA is hsa-miR-16-5p with sequence UAGCAGCACGUAAAUAUUGGCG. The protein sequence of the target gene is MGFVKVVKNKAYFKRYQVKFRRRREGKTDYYARKRLVIQDKNKYNTPKYRMIVRVTNRDIICQIAYARIEGDMIVCAAYAHELPKYGVKVGLTNYAAAYCTGLLLARRLLNRFGMDKIYEGQVEVTGDEYNVESIDGQPGAFTCYLDAGLARTTTGNKVFGALKGAVDGGLSIPHSTKRFPGYDSESKEFNAEVHRKHIMGQNVADYMRYLMEEDEDAYKKQFSQYIKNSVTPDMMEEMYKKAHAAIRENPVYEKKPKKEVKKKRWNRPKMSLAQKKDRVAQKKASFLRAQERAAES. Result: 1 (interaction).